From a dataset of Reaction yield outcomes from USPTO patents with 853,638 reactions. Predict the reaction yield, written as a fraction of the theoretical maximum amount of product (1.0 means a 100% yield; for example, 0.34 means a 34% yield). (1) The reactants are [NH2:1][C:2]1[CH:7]=[CH:6][C:5]([S:8]([NH:11][C:12]2[C:21]([F:22])=[CH:20][C:15]([C:16]([O:18][CH3:19])=[O:17])=[C:14]([F:23])[CH:13]=2)(=[O:10])=[O:9])=[CH:4][CH:3]=1.[CH:24]([NH:26][NH:27][CH:28]=O)=O.Cl[Si](C)(C)C.C(N(CC)CC)C. The catalyst is N1C=CC=CC=1. The product is [F:23][C:14]1[CH:13]=[C:12]([NH:11][S:8]([C:5]2[CH:4]=[CH:3][C:2]([N:1]3[CH:28]=[N:27][N:26]=[CH:24]3)=[CH:7][CH:6]=2)(=[O:10])=[O:9])[C:21]([F:22])=[CH:20][C:15]=1[C:16]([O:18][CH3:19])=[O:17]. The yield is 0.490. (2) The reactants are [Cl:1][C:2]1[CH:3]=[C:4]2[C:8](=[CH:9][CH:10]=1)[NH:7][CH:6]=[C:5]2[CH2:11][CH2:12][NH:13][C:14]([C:16]1[CH:20]=[C:19]([NH:21]C(=O)OC(C)(C)C)[O:18][N:17]=1)=[O:15].FC(F)(F)C(O)=O. The catalyst is ClCCl. The product is [NH2:21][C:19]1[O:18][N:17]=[C:16]([C:14]([NH:13][CH2:12][CH2:11][C:5]2[C:4]3[C:8](=[CH:9][CH:10]=[C:2]([Cl:1])[CH:3]=3)[NH:7][CH:6]=2)=[O:15])[CH:20]=1. The yield is 0.690. (3) The reactants are [CH:1]1([CH2:4][O:5][C:6]2[CH:7]=[C:8]([CH:11]=[CH:12][CH:13]=2)[CH:9]=O)[CH2:3][CH2:2]1.[N+:14]([CH3:17])([O-:16])=[O:15].C([O-])(=O)C.[NH4+]. The catalyst is C(O)(=O)C. The product is [CH:1]1([CH2:4][O:5][C:6]2[CH:13]=[CH:12][CH:11]=[C:8](/[CH:9]=[CH:17]/[N+:14]([O-:16])=[O:15])[CH:7]=2)[CH2:3][CH2:2]1. The yield is 0.690.